Dataset: Reaction yield outcomes from USPTO patents with 853,638 reactions. Task: Predict the reaction yield, written as a fraction of the theoretical maximum amount of product (1.0 means a 100% yield; for example, 0.34 means a 34% yield). (1) The reactants are [I:1][C:2]1[CH:8]=[CH:7][C:5]([NH2:6])=[CH:4][CH:3]=1.[Cl:9][C:10]1[CH:17]=[C:16]([O:18][CH:19]2[CH2:24][CH2:23][CH2:22][CH2:21][O:20]2)[CH:15]=[CH:14][C:11]=1[CH:12]=O.S([O-])([O-])(=O)=O.[Mg+2].[BH4-].[Na+].C(=O)(O)[O-].[Na+]. The catalyst is C(Cl)Cl.CO. The product is [Cl:9][C:10]1[CH:17]=[C:16]([O:18][CH:19]2[CH2:24][CH2:23][CH2:22][CH2:21][O:20]2)[CH:15]=[CH:14][C:11]=1[CH2:12][NH:6][C:5]1[CH:7]=[CH:8][C:2]([I:1])=[CH:3][CH:4]=1. The yield is 0.640. (2) The reactants are CS(O[CH:6]1[CH2:11][CH2:10][O:9][CH:8]([C:12]2[CH:13]=[N:14][C:15]([C:18]([F:21])([F:20])[F:19])=[CH:16][CH:17]=2)[CH2:7]1)(=O)=O.C([O-])([O-])=O.[K+].[K+].[F:28][C:29]([F:38])([F:37])[C:30]1[CH:31]=[C:32]([SH:36])[CH:33]=[CH:34][CH:35]=1.CCOC(C)=O. The catalyst is CN(C=O)C. The product is [F:21][C:18]([F:19])([F:20])[C:15]1[CH:16]=[CH:17][C:12]([CH:8]2[CH2:7][CH:6]([S:36][C:32]3[CH:33]=[CH:34][CH:35]=[C:30]([C:29]([F:28])([F:37])[F:38])[CH:31]=3)[CH2:11][CH2:10][O:9]2)=[CH:13][N:14]=1. The yield is 0.990. (3) The reactants are COC1C=CC(C[N:8]2[C:16]3[C:11](=[C:12]4[S:19][CH:18]=[N:17][C:13]4=[CH:14][CH:15]=3)[C:10]3([C:31]4[C:22](=[CH:23][C:24]5[O:29][CH2:28][CH2:27][O:26][C:25]=5[CH:30]=4)[O:21][CH2:20]3)[C:9]2=[O:32])=CC=1.FC(F)(F)S(O)(=O)=O. The catalyst is ClCCl.FC(F)(F)C(O)=O. The product is [S:19]1[C:12]2=[C:11]3[C:16](=[CH:15][CH:14]=[C:13]2[N:17]=[CH:18]1)[NH:8][C:9](=[O:32])[C:10]13[C:31]2[C:22](=[CH:23][C:24]3[O:29][CH2:28][CH2:27][O:26][C:25]=3[CH:30]=2)[O:21][CH2:20]1. The yield is 0.440. (4) The reactants are [Cl:1][C:2]1[CH:21]=[C:20]([Cl:22])[CH:19]=[CH:18][C:3]=1[CH2:4][CH:5]1[CH2:9][CH2:8][N:7]([C@H:10]2[CH2:15][CH2:14][C@H:13]([OH:16])[CH2:12][CH2:11]2)[C:6]1=[O:17].C1(P(C2C=CC=CC=2)C2C=CC=CC=2)C=CC=CC=1.N(C(OCC)=O)=NC(OCC)=O.[N+:54]([C:57]1[CH:65]=[CH:64][C:60]([C:61](O)=[O:62])=[CH:59][CH:58]=1)([O-:56])=[O:55]. The catalyst is C1COCC1. The product is [Cl:1][C:2]1[CH:21]=[C:20]([Cl:22])[CH:19]=[CH:18][C:3]=1[CH2:4][CH:5]1[CH2:9][CH2:8][N:7]([C@@H:10]2[CH2:11][CH2:12][C@H:13]([O:16][C:61](=[O:62])[C:60]3[CH:59]=[CH:58][C:57]([N+:54]([O-:56])=[O:55])=[CH:65][CH:64]=3)[CH2:14][CH2:15]2)[C:6]1=[O:17]. The yield is 1.00. (5) The reactants are [Br:1][C:2]1[CH:7]=[CH:6][C:5]([C:8](=[O:10])[CH3:9])=[C:4]([OH:11])[CH:3]=1.[C:12](=O)([O-])[O-].[K+].[K+].CI.O. The catalyst is CN(C=O)C. The product is [Br:1][C:2]1[CH:7]=[CH:6][C:5]([C:8](=[O:10])[CH3:9])=[C:4]([O:11][CH3:12])[CH:3]=1. The yield is 0.990. (6) The reactants are Cl[CH2:2][CH2:3][CH2:4][O:5][C:6]1[CH:15]=[C:14]2[C:9]([C:10](=[O:16])[CH:11]=[CH:12][NH:13]2)=[CH:8][C:7]=1[O:17][CH3:18].[NH:19]1[CH2:23][CH2:22][CH2:21][CH2:20]1. The catalyst is C(#N)C. The product is [CH3:18][O:17][C:7]1[CH:8]=[C:9]2[C:14](=[CH:15][C:6]=1[O:5][CH2:4][CH2:3][CH2:2][N:19]1[CH2:23][CH2:22][CH2:21][CH2:20]1)[NH:13][CH:12]=[CH:11][C:10]2=[O:16]. The yield is 0.953. (7) The reactants are [CH3:1][O:2][C:3](=[O:47])[NH:4][CH:5]([C:9]([N:11]1[CH2:15][CH2:14][CH2:13][CH:12]1[C:16]1[NH:17][C:18]([C:21]2[CH:30]=[CH:29][C:28]3[C:23](=[CH:24][CH:25]=[C:26]([C:31]4[CH:36]=[CH:35][C:34]([C:37]5[NH:38][C:39]([CH:42]6[CH2:46][CH2:45][CH2:44][NH:43]6)=[N:40][CH:41]=5)=[CH:33][CH:32]=4)[CH:27]=3)[CH:22]=2)=[CH:19][N:20]=1)=[O:10])[CH:6]([CH3:8])[CH3:7].[CH3:48][O:49][C:50]([NH:52][C@@H:53]([C:57]1[CH:62]=[CH:61][CH:60]=[CH:59][C:58]=1[O:63][CH3:64])[C:54](O)=[O:55])=[O:51].[O-]P([O-])([O-])=O.[K+].[K+].[K+].CCOC(C(C#N)=NOC(N1CCOCC1)=[N+](C)C)=O.F[P-](F)(F)(F)(F)F. The catalyst is C(Cl)Cl. The product is [CH3:1][O:2][C:3](=[O:47])[NH:4][CH:5]([C:9]([N:11]1[CH2:15][CH2:14][CH2:13][CH:12]1[C:16]1[NH:17][C:18]([C:21]2[CH:30]=[CH:29][C:28]3[C:23](=[CH:24][CH:25]=[C:26]([C:31]4[CH:36]=[CH:35][C:34]([C:37]5[NH:38][C:39]([CH:42]6[CH2:46][CH2:45][CH2:44][N:43]6[C:54](=[O:55])[CH:53]([NH:52][C:50]([O:49][CH3:48])=[O:51])[C:57]6[CH:62]=[CH:61][CH:60]=[CH:59][C:58]=6[O:63][CH3:64])=[N:40][CH:41]=5)=[CH:33][CH:32]=4)[CH:27]=3)[CH:22]=2)=[CH:19][N:20]=1)=[O:10])[CH:6]([CH3:8])[CH3:7]. The yield is 0.500.